From a dataset of Full USPTO retrosynthesis dataset with 1.9M reactions from patents (1976-2016). Predict the reactants needed to synthesize the given product. (1) Given the product [F:1][C:2]1([F:14])[C:4]2([CH2:5][C:6]([CH3:13])([C:8]([OH:10])=[O:9])[CH2:7]2)[CH2:3]1, predict the reactants needed to synthesize it. The reactants are: [F:1][C:2]1([F:14])[C:4]2([CH2:7][C:6]([CH3:13])([C:8]([O:10]CC)=[O:9])[CH2:5]2)[CH2:3]1.[OH-].[Na+]. (2) Given the product [Cl:28][C:29]1[C:30]([F:40])=[CH:31][C:32]([F:39])=[C:33]([S:35]([N:6]([CH2:5][C:4]2[CH:12]=[CH:13][C:14]([O:16][CH3:17])=[CH:15][C:3]=2[O:2][CH3:1])[C:7]2[S:8][CH:9]=[N:10][N:11]=2)(=[O:37])=[O:36])[CH:34]=1, predict the reactants needed to synthesize it. The reactants are: [CH3:1][O:2][C:3]1[CH:15]=[C:14]([O:16][CH3:17])[CH:13]=[CH:12][C:4]=1[CH2:5][NH:6][C:7]1[S:8][CH:9]=[N:10][N:11]=1.C[Si]([N-][Si](C)(C)C)(C)C.[Li+].[Cl:28][C:29]1[C:30]([F:40])=[CH:31][C:32]([F:39])=[C:33]([S:35](Cl)(=[O:37])=[O:36])[CH:34]=1.O.